The task is: Predict the reaction yield, written as a fraction of the theoretical maximum amount of product (1.0 means a 100% yield; for example, 0.34 means a 34% yield).. This data is from Reaction yield outcomes from USPTO patents with 853,638 reactions. The reactants are [H-].[Na+].C(S)C.C[O:7][C:8]1[CH:9]=[C:10]2[C:15](=[CH:16][C:17]=1[CH3:18])[C:14]([CH3:20])([CH3:19])[CH2:13][CH:12]=[C:11]2[CH3:21].Cl.[F:23][C:24]([F:44])([F:43])[S:25](N(C1C=CC(Cl)=CN=1)[S:25]([C:24]([F:44])([F:43])[F:23])(=[O:27])=[O:26])(=[O:27])=[O:26]. The catalyst is O.CN(C1C=CN=CC=1)C.CN(C=O)C. The product is [CH3:18][C:17]1[C:8]([O:7][S:25]([C:24]([F:44])([F:43])[F:23])(=[O:27])=[O:26])=[CH:9][C:10]2[C:11]([CH3:21])=[CH:12][CH2:13][C:14]([CH3:20])([CH3:19])[C:15]=2[CH:16]=1. The yield is 0.970.